Dataset: Full USPTO retrosynthesis dataset with 1.9M reactions from patents (1976-2016). Task: Predict the reactants needed to synthesize the given product. (1) The reactants are: [CH2:1]([NH:3][C:4]1[CH:9]=[CH:8][N:7]=[CH:6][C:5]=1[N+:10]([O-])=O)[CH3:2]. Given the product [CH2:1]([NH:3][C:4]1[CH:9]=[CH:8][N:7]=[CH:6][C:5]=1[NH2:10])[CH3:2], predict the reactants needed to synthesize it. (2) Given the product [CH3:36][O:35][C:28]1[CH:29]=[CH:30][C:31]([CH2:33][N:1]2[CH2:6][CH2:5][CH:4]([C:7]3[C:15]4[C:10](=[CH:11][CH:12]=[CH:13][CH:14]=4)[N:9]([CH2:16][CH2:17][C:18]4[CH:22]=[CH:21][S:20][CH:19]=4)[CH:8]=3)[CH2:3][CH2:2]2)=[CH:32][C:27]=1[C:26]([OH:37])=[O:25], predict the reactants needed to synthesize it. The reactants are: [NH:1]1[CH2:6][CH2:5][CH:4]([C:7]2[C:15]3[C:10](=[CH:11][CH:12]=[CH:13][CH:14]=3)[N:9]([CH2:16][CH2:17][C:18]3[CH:22]=[CH:21][S:20][CH:19]=3)[CH:8]=2)[CH2:3][CH2:2]1.C([O:25][C:26](=[O:37])[C:27]1[CH:32]=[C:31]([CH2:33]Br)[CH:30]=[CH:29][C:28]=1[O:35][CH3:36])C. (3) Given the product [Cl:18][C:19]1[CH:24]=[CH:23][C:22]([C:28]#[N:29])=[C:21]([C:2]2[CH:7]=[CH:6][N:5]([CH:8]([CH3:16])[C:9]([O:11][C:12]([CH3:15])([CH3:14])[CH3:13])=[O:10])[C:4](=[O:17])[CH:3]=2)[CH:20]=1, predict the reactants needed to synthesize it. The reactants are: Br[C:2]1[CH:7]=[CH:6][N:5]([CH:8]([CH3:16])[C:9]([O:11][C:12]([CH3:15])([CH3:14])[CH3:13])=[O:10])[C:4](=[O:17])[CH:3]=1.[Cl:18][C:19]1[CH:20]=[CH:21][C:22]([C:28]#[N:29])=[C:23](B(O)O)[CH:24]=1.